This data is from Full USPTO retrosynthesis dataset with 1.9M reactions from patents (1976-2016). The task is: Predict the reactants needed to synthesize the given product. (1) The reactants are: [O:1]1[CH:5]=[C:4]([C:6]([OH:8])=O)[N:3]=[CH:2]1.C(Cl)(=O)C(Cl)=O.[NH2:15][C:16]1[N:45]=[C:19]2[CH:20]=[CH:21][C:22]([O:24][C:25]3[CH:26]=[C:27]([NH:31][C:32](=[O:44])[C:33]4[CH:38]=[CH:37][CH:36]=[C:35]([C:39]([C:42]#[N:43])([CH3:41])[CH3:40])[CH:34]=4)[CH:28]=[CH:29][CH:30]=3)=[CH:23][N:18]2[N:17]=1.C(=O)([O-])O.[Na+]. Given the product [C:42]([C:39]([C:35]1[CH:34]=[C:33]([C:32]([NH:31][C:27]2[CH:26]=[C:25]([CH:30]=[CH:29][CH:28]=2)[O:24][C:22]2[CH:21]=[CH:20][C:19]3[N:18]([N:17]=[C:16]([NH:15][C:6]([C:4]4[N:3]=[CH:2][O:1][CH:5]=4)=[O:8])[N:45]=3)[CH:23]=2)=[O:44])[CH:38]=[CH:37][CH:36]=1)([CH3:41])[CH3:40])#[N:43], predict the reactants needed to synthesize it. (2) Given the product [F:1][C:2]1[C:3]([NH:18][CH:19]([C:26]2([CH3:31])[CH2:30][CH2:29][CH2:28][CH2:27]2)[CH2:20][C:21]([OH:23])=[O:22])=[N:4][C:5]([C:8]2[C:16]3[C:11](=[N:12][CH:13]=[C:14]([F:17])[CH:15]=3)[NH:10][N:9]=2)=[N:6][CH:7]=1, predict the reactants needed to synthesize it. The reactants are: [F:1][C:2]1[C:3]([NH:18][CH:19]([C:26]2([CH3:31])[CH2:30][CH2:29][CH2:28][CH2:27]2)[CH2:20][C:21]([O:23]CC)=[O:22])=[N:4][C:5]([C:8]2[C:16]3[C:11](=[N:12][CH:13]=[C:14]([F:17])[CH:15]=3)[NH:10][N:9]=2)=[N:6][CH:7]=1.O.[OH-].[Li+].